This data is from Catalyst prediction with 721,799 reactions and 888 catalyst types from USPTO. The task is: Predict which catalyst facilitates the given reaction. (1) Reactant: [Cl:1][C:2]1[CH:7]=[C:6]([C:8]([CH2:17][N+:18]([O-])=O)([CH2:13][N+:14]([O-])=O)[C:9]([F:12])([F:11])[F:10])[CH:5]=[C:4]([Cl:21])[CH:3]=1.CC(O)=O.C([O-])(O)=O.[Na+].C(OCC)(=O)C. Product: [Cl:1][C:2]1[CH:7]=[C:6]([C:8]2([C:9]([F:12])([F:11])[F:10])[CH2:17][NH:18][N:14]=[CH:13]2)[CH:5]=[C:4]([Cl:21])[CH:3]=1. The catalyst class is: 284. (2) Reactant: [NH2:1][CH2:2][CH2:3][N:4]([CH:17]1[CH2:19][CH2:18]1)[S:5]([C:8]1[CH:13]=[CH:12][CH:11]=[CH:10][C:9]=1[N+:14]([O-:16])=[O:15])(=[O:7])=[O:6].C(N(C(C)C)CC)(C)C.Cl[C:30](OC1C=CC([N+]([O-])=O)=CC=1)=[O:31].[F:42][C:43]1[CH:44]=[C:45]([C:49]2([C:59]3[CH:64]=[CH:63][CH:62]=[C:61]([F:65])[CH:60]=3)[CH:53]3[CH2:54][NH:55][CH2:56][CH2:57][N:52]3[C:51](=[O:58])[O:50]2)[CH:46]=[CH:47][CH:48]=1. Product: [F:42][C:43]1[CH:44]=[C:45]([C:49]2([C:59]3[CH:64]=[CH:63][CH:62]=[C:61]([F:65])[CH:60]=3)[CH:53]3[CH2:54][N:55]([C:30]([NH:1][CH2:2][CH2:3][N:4]([CH:17]4[CH2:19][CH2:18]4)[S:5]([C:8]4[CH:13]=[CH:12][CH:11]=[CH:10][C:9]=4[N+:14]([O-:16])=[O:15])(=[O:7])=[O:6])=[O:31])[CH2:56][CH2:57][N:52]3[C:51](=[O:58])[O:50]2)[CH:46]=[CH:47][CH:48]=1. The catalyst class is: 54. (3) Reactant: [Al].Br[C:3]1[CH:4]=[C:5]2[C:13](=[CH:14][CH:15]=1)[N:12]([CH2:16][CH2:17][CH:18]([CH3:25])[CH2:19][CH2:20][CH2:21][CH:22]([CH3:24])[CH3:23])[C:11]1[CH:10]=[C:9]([O:26][CH3:27])[C:8]([C:28]3[C:29]([O:52][CH3:53])=[CH:30][C:31]4[N:32]([CH2:42][CH2:43][CH:44]([CH3:51])[CH2:45][CH2:46][CH2:47][CH:48]([CH3:50])[CH3:49])[C:33]5[C:38]([C:39]=4[CH:40]=3)=[CH:37][C:36](Br)=[CH:35][CH:34]=5)=[CH:7][C:6]2=1.CC1(C)C(C)(C)OB([C:62]2[CH:67]=[CH:66][CH:65]=[CH:64][CH:63]=2)O1.C(=O)([O-])[O-].[K+].[K+]. Product: [CH3:25][CH:18]([CH2:19][CH2:20][CH2:21][CH:22]([CH3:23])[CH3:24])[CH2:17][CH2:16][N:12]1[C:11]2[CH:10]=[C:9]([O:26][CH3:27])[C:8]([C:28]3[C:29]([O:52][CH3:53])=[CH:30][C:31]4[N:32]([CH2:42][CH2:43][CH:44]([CH3:51])[CH2:45][CH2:46][CH2:47][CH:48]([CH3:50])[CH3:49])[C:33]5[C:38]([C:39]=4[CH:40]=3)=[CH:37][C:36]([C:3]3[CH:4]=[CH:5][CH:13]=[CH:14][CH:15]=3)=[CH:35][CH:34]=5)=[CH:7][C:6]=2[C:5]2[C:13]1=[CH:14][CH:15]=[C:3]([C:62]1[CH:63]=[CH:64][CH:65]=[CH:66][CH:67]=1)[CH:4]=2. The catalyst class is: 11. (4) Reactant: [C:1]([N:5]([C:14]1[CH:28]=[CH:27][C:17]([C:18]([NH:20][C:21]2[CH:26]=[CH:25][CH:24]=[CH:23][N:22]=2)=[O:19])=[C:16]([CH3:29])[CH:15]=1)[O:6][Si](C(C)(C)C)(C)C)([CH3:4])([CH3:3])[CH3:2].[F-].C([N+](CCCC)(CCCC)CCCC)CCC.O.[NH4+].[Cl-]. Product: [C:1]([N:5]([C:14]1[CH:28]=[CH:27][C:17]([C:18]([NH:20][C:21]2[CH:26]=[CH:25][CH:24]=[CH:23][N:22]=2)=[O:19])=[C:16]([CH3:29])[CH:15]=1)[OH:6])([CH3:4])([CH3:3])[CH3:2]. The catalyst class is: 56. (5) Reactant: [NH:1]1[CH2:5][CH2:4][N:3]=[C:2]1[CH2:6][CH:7]([C:14]1[CH:15]=[C:16]([CH2:20][OH:21])[CH:17]=[CH:18][CH:19]=1)[C:8]1[CH:13]=[CH:12][CH:11]=[CH:10][N:9]=1.[C:22]([C:30]1[CH:35]=[CH:34][C:33](O)=[CH:32][CH:31]=1)(=[O:29])[C:23]1[CH:28]=[CH:27][CH:26]=[CH:25][CH:24]=1.C1(P(C2C=CC=CC=2)C2C=CC=CC=2)C=CC=CC=1.N(C(OCC)=O)=NC(OCC)=O. Product: [NH:3]1[CH2:4][CH2:5][N:1]=[C:2]1[CH2:6][CH:7]([C:14]1[CH:15]=[C:16]([CH:17]=[CH:18][CH:19]=1)[CH2:20][O:21][C:33]1[CH:34]=[CH:35][C:30]([C:22]([C:23]2[CH:28]=[CH:27][CH:26]=[CH:25][CH:24]=2)=[O:29])=[CH:31][CH:32]=1)[C:8]1[CH:13]=[CH:12][CH:11]=[CH:10][N:9]=1. The catalyst class is: 4. (6) Product: [F:1][C:2]1[CH:7]=[CH:6][CH:5]=[CH:4][C:3]=1[CH2:8][CH2:9][O:10][S:19]([CH3:18])(=[O:21])=[O:20]. The catalyst class is: 4. Reactant: [F:1][C:2]1[CH:7]=[CH:6][CH:5]=[CH:4][C:3]=1[CH2:8][CH2:9][OH:10].C(N(CC)CC)C.[CH3:18][S:19](Cl)(=[O:21])=[O:20]. (7) Reactant: [CH2:1]([O:8][C:9]1[C:10]([O:18][CH3:19])=[CH:11][C:12]([Br:17])=[C:13]([CH:16]=1)[CH:14]=[O:15])[C:2]1[CH:7]=[CH:6][CH:5]=[CH:4][CH:3]=1.[C:20]1([CH3:28])[CH:25]=[CH:24][C:23]([Mg]Br)=[CH:22][CH:21]=1.[Cl-].[NH4+].Cl. Product: [CH2:1]([O:8][C:9]1[C:10]([O:18][CH3:19])=[CH:11][C:12]([Br:17])=[C:13]([CH:14]([C:23]2[CH:24]=[CH:25][C:20]([CH3:28])=[CH:21][CH:22]=2)[OH:15])[CH:16]=1)[C:2]1[CH:3]=[CH:4][CH:5]=[CH:6][CH:7]=1. The catalyst class is: 362. (8) Reactant: [C:1]1([CH2:7][CH2:8][CH2:9]/[CH:10]=[CH:11]/[C:12]([OH:14])=O)[CH:6]=[CH:5][CH:4]=[CH:3][CH:2]=1.[O:15]1[CH2:20][CH2:19][CH:18]([CH2:21][NH2:22])[CH2:17][CH2:16]1.O1CCCC1.Cl.C(N=C=NCCCN(C)C)C. Product: [O:15]1[CH2:20][CH2:19][CH:18]([CH2:21][NH:22][C:12](=[O:14])/[CH:11]=[CH:10]/[CH2:9][CH2:8][CH2:7][C:1]2[CH:2]=[CH:3][CH:4]=[CH:5][CH:6]=2)[CH2:17][CH2:16]1. The catalyst class is: 6. (9) Reactant: C(OC([NH:8][CH:9]1[CH2:14][CH2:13][N:12]([CH2:15][CH2:16][CH:17]([C:24]2[CH:29]=[CH:28][CH:27]=[CH:26][CH:25]=2)[C:18]2[CH:23]=[CH:22][CH:21]=[CH:20][CH:19]=2)[CH2:11][CH2:10]1)=O)(C)(C)C.FC(F)(F)C(O)=O.C1(C)C=CC=CC=1. Product: [NH2:8][CH:9]1[CH2:14][CH2:13][N:12]([CH2:15][CH2:16][CH:17]([C:18]2[CH:19]=[CH:20][CH:21]=[CH:22][CH:23]=2)[C:24]2[CH:25]=[CH:26][CH:27]=[CH:28][CH:29]=2)[CH2:11][CH2:10]1. The catalyst class is: 2. (10) Reactant: C([NH:4][CH:5](C)C)(C)C.[Li]CCCC.Br[C:14]([C:16]([F:19])([F:18])[F:17])=[CH2:15].[Br:20][C:21]1[CH:32]=[CH:31][C:24]([C:25](N(OC)C)=[O:26])=[CH:23][C:22]=1[CH3:33].[O:34]1CCC[CH2:35]1. Product: [Br:20][C:21]1[CH:32]=[CH:31][C:24]([C:25](=[O:26])[CH:15]=[C:14]([NH:4][CH2:5][O:34][CH3:35])[C:16]([F:19])([F:18])[F:17])=[CH:23][C:22]=1[CH3:33]. The catalyst class is: 6.